From a dataset of Full USPTO retrosynthesis dataset with 1.9M reactions from patents (1976-2016). Predict the reactants needed to synthesize the given product. (1) Given the product [Cl:17][C:18]1[O:22][C:21]([CH2:23][NH:16][CH:14]([CH3:15])[CH2:13][O:12][C:3]2[CH:4]=[CH:5][C:6]3[C:11](=[CH:10][CH:9]=[CH:8][CH:7]=3)[C:2]=2[Cl:1])=[CH:20][CH:19]=1, predict the reactants needed to synthesize it. The reactants are: [Cl:1][C:2]1[C:11]2[C:6](=[CH:7][CH:8]=[CH:9][CH:10]=2)[CH:5]=[CH:4][C:3]=1[O:12][CH2:13][CH:14]([NH2:16])[CH3:15].[Cl:17][C:18]1[O:22][C:21]([CH:23]=O)=[CH:20][CH:19]=1. (2) Given the product [OH:20][C:18]1[O:19][C:15]([C:14]([C:12]2[S:13][C:9]3[CH:8]=[C:7]([C:1]4[CH:2]=[CH:3][CH:4]=[CH:5][CH:6]=4)[CH:22]=[CH:21][C:10]=3[N:11]=2)=[O:36])=[N:16][N:17]=1, predict the reactants needed to synthesize it. The reactants are: [C:1]1([C:7]2[CH:22]=[CH:21][C:10]3[N:11]=[C:12]([CH2:14][C:15]4[O:19][C:18]([OH:20])=[N:17][N:16]=4)[S:13][C:9]=3[CH:8]=2)[CH:6]=[CH:5][CH:4]=[CH:3][CH:2]=1.BrC1C=CC2N=C(CC3[O:36]C(O)=NN=3)SC=2C=1.OO. (3) Given the product [C:28]([N:22]1[C:23]([C:24]([F:27])([F:26])[F:25])=[C:19]([C:17]2[N:34]=[N:33][C:4]3[CH2:3][C:2]([CH3:9])([CH3:1])[CH2:6][C:5]=3[CH:16]=2)[CH:20]=[N:21]1)([CH3:31])([CH3:30])[CH3:29], predict the reactants needed to synthesize it. The reactants are: [CH3:1][C:2]1([CH3:9])[CH2:6][C:5](=O)[C:4](=O)[CH2:3]1.COP([CH2:16][C:17]([C:19]1[CH:20]=[N:21][N:22]([C:28]([CH3:31])([CH3:30])[CH3:29])[C:23]=1[C:24]([F:27])([F:26])[F:25])=O)(=O)OC.O.[NH2:33][NH2:34].